Task: Predict the reactants needed to synthesize the given product.. Dataset: Full USPTO retrosynthesis dataset with 1.9M reactions from patents (1976-2016) Given the product [F:20][CH:3]([F:2])[C:4]1[N:5]=[C:6]([C:15]([O:17][CH2:18][CH3:19])=[O:16])[NH:7][CH:8]=1, predict the reactants needed to synthesize it. The reactants are: Cl.[F:2][CH:3]([F:20])[C:4]1[N:5]=[C:6]([C:15]([O:17][CH2:18][CH3:19])=[O:16])[N:7](S(=O)(=O)N(C)C)[CH:8]=1.